This data is from Full USPTO retrosynthesis dataset with 1.9M reactions from patents (1976-2016). The task is: Predict the reactants needed to synthesize the given product. Given the product [OH:8][C:7]([CH2:9][CH2:10][CH2:11][CH2:12][C@H:13]1[C@@H:21]2[C@@H:16]([NH:17][C:18]([NH:20]2)=[O:19])[CH2:15][S:14]1)=[O:6], predict the reactants needed to synthesize it. The reactants are: C1CCCC=1.[OH:6][C:7]([CH2:9][CH2:10][CH2:11][CH2:12][C@H:13]1[C@@H:21]2[C@@H:16]([NH:17][C:18]([NH:20]2)=[O:19])[CH2:15][S:14]1)=[O:8].